Predict the product of the given reaction. From a dataset of Forward reaction prediction with 1.9M reactions from USPTO patents (1976-2016). (1) Given the reactants [NH2:1][CH2:2][CH2:3][C:4]1[CH:9]=[CH:8][N:7]=[CH:6][CH:5]=1.[N+:10]([C:13]1[CH:14]=[C:15]([S:19](Cl)(=[O:21])=[O:20])[CH:16]=[CH:17][CH:18]=1)([O-:12])=[O:11].C(N(CC)CC)C.O, predict the reaction product. The product is: [N+:10]([C:13]1[CH:14]=[C:15]([S:19]([NH:1][CH2:2][CH2:3][C:4]2[CH:9]=[CH:8][N:7]=[CH:6][CH:5]=2)(=[O:21])=[O:20])[CH:16]=[CH:17][CH:18]=1)([O-:12])=[O:11]. (2) The product is: [C:1]1(/[C:7](/[C:17]2[CH:27]=[CH:26][C:20]([O:21][CH2:22][CH2:23][N:24]([CH3:56])[CH2:25][CH2:40][O:41][CH2:42][CH2:43][O:44][CH2:45][CH2:46][O:47][CH2:48][C:49]([O:51][C:52]([CH3:55])([CH3:54])[CH3:53])=[O:50])=[CH:19][CH:18]=2)=[C:8](/[C:11]2[CH:16]=[CH:15][CH:14]=[CH:13][CH:12]=2)\[CH2:9][CH3:10])[CH:2]=[CH:3][CH:4]=[CH:5][CH:6]=1. Given the reactants [C:1]1(/[C:7](/[C:17]2[CH:27]=[CH:26][C:20]([O:21][CH2:22][CH2:23][NH:24][CH3:25])=[CH:19][CH:18]=2)=[C:8](/[C:11]2[CH:16]=[CH:15][CH:14]=[CH:13][CH:12]=2)\[CH2:9][CH3:10])[CH:6]=[CH:5][CH:4]=[CH:3][CH:2]=1.S(OC[CH2:40][O:41][CH2:42][CH2:43][O:44][CH2:45][CH2:46][O:47][CH2:48][C:49]([O:51][C:52]([CH3:55])([CH3:54])[CH3:53])=[O:50])(C1C=CC(C)=CC=1)(=O)=O.[C:56]([O-])([O-])=O.[K+].[K+], predict the reaction product. (3) Given the reactants [CH:1](=O)[C:2]1[CH:7]=[CH:6][CH:5]=[CH:4][CH:3]=1.C[N:10]1C[CH2:13][CH2:12][C:11]1=O.BrCCC[C:20]1[CH:25]=[CH:24][CH:23]=[C:22](C)C=1.[CH3:27][CH2:28][CH2:29][CH2:30][CH2:31][CH2:32][CH3:33], predict the reaction product. The product is: [CH3:1][C:2]1[CH:7]=[C:6]([CH2:13][CH2:12][CH2:11][NH:10][C@@H:28]([C:29]2[C:22]3[C:33](=[CH:20][CH:25]=[CH:24][CH:23]=3)[CH:32]=[CH:31][CH:30]=2)[CH3:27])[CH:5]=[CH:4][CH:3]=1. (4) The product is: [O:35]=[S:29]1(=[O:34])[C:28]2[CH:36]=[CH:37][C:25]([O:1][C:2]3[CH:3]=[C:4]([CH:15]=[C:16]([O:18][C@@H:19]([CH3:23])[CH2:20][O:21][CH3:22])[CH:17]=3)[C:5]([NH:7][C:8]3[CH:13]=[N:12][C:11]([CH3:14])=[CH:10][N:9]=3)=[O:6])=[CH:26][C:27]=2[O:33][CH2:32][CH2:31][CH2:30]1. Given the reactants [OH:1][C:2]1[CH:3]=[C:4]([CH:15]=[C:16]([O:18][C@@H:19]([CH3:23])[CH2:20][O:21][CH3:22])[CH:17]=1)[C:5]([NH:7][C:8]1[CH:13]=[N:12][C:11]([CH3:14])=[CH:10][N:9]=1)=[O:6].F[C:25]1[CH:37]=[CH:36][C:28]2[S:29](=[O:35])(=[O:34])[CH2:30][CH2:31][CH2:32][O:33][C:27]=2[CH:26]=1.C(=O)([O-])[O-].[K+].[K+].C(OCC)(=O)C, predict the reaction product.